The task is: Predict the product of the given reaction.. This data is from Forward reaction prediction with 1.9M reactions from USPTO patents (1976-2016). (1) Given the reactants C[O:2][C:3](=[O:28])[C:4]1[CH:9]=[C:8]([C:10]2[C:15]([C:16]#[C:17][C:18]3[CH:19]=[N:20][C:21]([NH2:24])=[CH:22][CH:23]=3)=[C:14]([CH3:25])[N:13]=[C:12]([NH2:26])[N:11]=2)[CH:7]=[CH:6][C:5]=1[F:27].CO, predict the reaction product. The product is: [NH2:26][C:12]1[N:11]=[C:10]([C:8]2[CH:7]=[CH:6][C:5]([F:27])=[C:4]([CH:9]=2)[C:3]([OH:28])=[O:2])[C:15]([C:16]#[C:17][C:18]2[CH:19]=[N:20][C:21]([NH2:24])=[CH:22][CH:23]=2)=[C:14]([CH3:25])[N:13]=1. (2) Given the reactants I[C:2]1[CH:10]=[CH:9][C:8]([CH3:11])=[CH:7][C:3]=1[C:4]([OH:6])=[O:5].[NH:12]1[CH:16]=[CH:15][N:14]=[N:13]1.C([O-])([O-])=O.[Cs+].[Cs+].CN[C@@H]1CCCC[C@H]1NC, predict the reaction product. The product is: [N:12]1[N:13]([C:2]2[CH:10]=[CH:9][C:8]([CH3:11])=[CH:7][C:3]=2[C:4]([OH:6])=[O:5])[N:14]=[CH:15][CH:16]=1. (3) Given the reactants [C:1]([NH:9][CH2:10][CH2:11][C:12]([NH:14][C@H:15]([C:22]([OH:24])=[O:23])[CH2:16][C:17]1[N:21]=[CH:20][NH:19][CH:18]=1)=[O:13])(=[O:8])[C:2]1[CH:7]=[CH:6][CH:5]=[N:4][CH:3]=1.O1[CH2:29][CH2:28][CH2:27][CH2:26]1.C(Br)(Br)(Br)[Br:31], predict the reaction product. The product is: [Br:31][CH2:26][CH2:27][CH2:28][CH2:29][O:23][C:22](=[O:24])[C@H:15]([CH2:16][C:17]1[N:21]=[CH:20][NH:19][CH:18]=1)[NH:14][C:12](=[O:13])[CH2:11][CH2:10][NH:9][C:1](=[O:8])[C:2]1[CH:7]=[CH:6][CH:5]=[N:4][CH:3]=1.